Dataset: Reaction yield outcomes from USPTO patents with 853,638 reactions. Task: Predict the reaction yield, written as a fraction of the theoretical maximum amount of product (1.0 means a 100% yield; for example, 0.34 means a 34% yield). (1) The reactants are [Cl:1][C:2]1[CH:10]=[C:6]([C:7]([OH:9])=O)[C:5]([OH:11])=[CH:4][CH:3]=1.[CH3:12][C:13]([C:16]1[CH:22]=[CH:21][C:20]([C:23]([CH3:26])([CH3:25])[CH3:24])=[CH:19][C:17]=1[NH2:18])([CH3:15])[CH3:14]. No catalyst specified. The product is [CH3:15][C:13]([C:16]1[CH:22]=[CH:21][C:20]([C:23]([CH3:26])([CH3:25])[CH3:24])=[CH:19][C:17]=1[NH:18][C:7](=[O:9])[C:6]1[CH:10]=[C:2]([Cl:1])[CH:3]=[CH:4][C:5]=1[OH:11])([CH3:12])[CH3:14]. The yield is 0.757. (2) The reactants are [H-].[Na+].[CH2:3]([O:5][C:6](=[O:21])[CH:7]([O:18][CH2:19][CH3:20])[CH2:8][C:9]1[CH:17]=[CH:16][CH:15]=[C:14]2[C:10]=1[CH:11]=[CH:12][NH:13]2)[CH3:4].Cl[CH2:23][C:24]1[N:25]=[C:26]([C:30]2[CH:35]=[C:34]([O:36][CH3:37])[CH:33]=[C:32]([O:38][CH3:39])[CH:31]=2)[O:27][C:28]=1[CH3:29]. The catalyst is CN(C)C=O.O. The product is [CH2:3]([O:5][C:6](=[O:21])[CH:7]([O:18][CH2:19][CH3:20])[CH2:8][C:9]1[CH:17]=[CH:16][CH:15]=[C:14]2[C:10]=1[CH:11]=[CH:12][N:13]2[CH2:23][C:24]1[N:25]=[C:26]([C:30]2[CH:35]=[C:34]([O:36][CH3:37])[CH:33]=[C:32]([O:38][CH3:39])[CH:31]=2)[O:27][C:28]=1[CH3:29])[CH3:4]. The yield is 0.840. (3) The reactants are [CH3:1][C@@H:2]1[O:7][C@@H:6]([O:8][C@@H:9]2[C:14]3=[C:15]([OH:32])[C:16]4[C:28](=[O:29])[C:27]5[C:22](=[CH:23][CH:24]=[CH:25][C:26]=5[O:30][CH3:31])[C:20](=[O:21])[C:17]=4[C:18]([OH:19])=[C:13]3[CH2:12][C@@:11]([OH:37])([C:33]([CH2:35][OH:36])=[O:34])[CH2:10]2)[CH2:5][C@H:4]([NH2:38])[C@@H:3]1[OH:39].Cl.CC(C)([O-])C.[K+].[C:47]1([CH3:57])[CH:52]=[CH:51][C:50]([S:53]([OH:56])(=[O:55])=[O:54])=[CH:49][CH:48]=1. The catalyst is C1COCC1. The product is [CH3:1][C@@H:2]1[O:7][C@@H:6]([O:8][C@@H:9]2[C:14]3=[C:15]([OH:32])[C:16]4[C:28](=[O:29])[C:27]5[C:22](=[CH:23][CH:24]=[CH:25][C:26]=5[O:30][CH3:31])[C:20](=[O:21])[C:17]=4[C:18]([OH:19])=[C:13]3[CH2:12][C@@:11]([OH:37])([C:33]([CH2:35][OH:36])=[O:34])[CH2:10]2)[CH2:5][C@H:4]([NH2:38])[C@@H:3]1[OH:39].[S:53]([C:50]1[CH:51]=[CH:52][C:47]([CH3:57])=[CH:48][CH:49]=1)([O-:56])(=[O:55])=[O:54]. The yield is 0.970. (4) The reactants are C[O:2][C:3]1[CH:8]=[C:7]([CH3:9])[CH:6]=[CH:5][C:4]=1C.N([O-])=[O:12].[Na+]. No catalyst specified. The product is [CH3:9][C:7]1[CH:8]=[C:3]([OH:2])[C:4](=[CH:5][CH:6]=1)[OH:12]. The yield is 0.450. (5) The reactants are O[C:2]1[CH:9]=[C:8]([OH:10])[CH:7]=[C:6]([OH:11])[C:3]=1[CH:4]=[O:5].Br[CH2:13][CH2:14][CH2:15][CH2:16][CH2:17][CH2:18][CH2:19][CH2:20][CH2:21][CH3:22].[C:23]([O-:26])([O-])=O.[K+].[K+]. The catalyst is CN(C=O)C. The product is [CH2:13]([O:11][C:6]1[CH:7]=[C:8]([O:10][CH2:13][CH2:14][CH2:15][CH2:16][CH2:17][CH2:18][CH2:19][CH2:20][CH2:21][CH3:22])[CH:9]=[C:2]([O:26][CH2:23][CH2:13][CH2:14][CH2:15][CH2:16][CH2:17][CH2:18][CH2:19][CH2:20][CH3:21])[C:3]=1[CH:4]=[O:5])[CH2:14][CH2:15][CH2:16][CH2:17][CH2:18][CH2:19][CH2:20][CH2:21][CH3:22]. The yield is 0.880. (6) The reactants are [Cl:1][C:2]1[CH:3]=[C:4]([CH:8]=[C:9]([Cl:12])[C:10]=1[F:11])[C:5](Cl)=[O:6].ClC1C=C(C(F)(F)F)C=C(Cl)C=1F.S(=O)(=O)(O)[OH:27].ClS(O)(=O)=O. No catalyst specified. The product is [Cl:1][C:2]1[CH:3]=[C:4]([CH:8]=[C:9]([Cl:12])[C:10]=1[F:11])[C:5]([OH:27])=[O:6]. The yield is 0.490. (7) The reactants are [Cl:1][C:2]1[C:3]([Cl:28])=[CH:4][C:5]2[C:11]([C:12]3[CH:17]=[CH:16][C:15]([N+:18]([O-])=O)=[C:14]([CH3:21])[CH:13]=3)=[N:10][N:9]([C:22](=[O:25])[CH2:23][CH3:24])[CH:8]([CH3:26])[CH2:7][C:6]=2[CH:27]=1.O.NN. The catalyst is CO.ClCCl.[Ni]. The product is [NH2:18][C:15]1[CH:16]=[CH:17][C:12]([C:11]2[C:5]3[CH:4]=[C:3]([Cl:28])[C:2]([Cl:1])=[CH:27][C:6]=3[CH2:7][CH:8]([CH3:26])[N:9]([C:22](=[O:25])[CH2:23][CH3:24])[N:10]=2)=[CH:13][C:14]=1[CH3:21]. The yield is 0.560. (8) The reactants are [NH2:1][C@@H:2]([C:10]1[NH:11][C:12]2[C:17]([CH:18]=1)=[CH:16][C:15]([Cl:19])=[CH:14][C:13]=2[NH:20][CH2:21][C:22]1[CH:27]=[CH:26][CH:25]=[CH:24][CH:23]=1)[CH2:3][C:4]1[CH:9]=[CH:8][CH:7]=[CH:6][CH:5]=1.C(N(CC)CC)C.C(Cl)CCl.C1C=CC2N(O)N=NC=2C=1.[C:49]([NH:56][CH2:57][C:58](O)=[O:59])([O:51][C:52]([CH3:55])([CH3:54])[CH3:53])=[O:50].Cl. The catalyst is ClCCl. The product is [C:52]([O:51][C:49](=[O:50])[NH:56][CH2:57][C:58](=[O:59])[NH:1][C@@H:2]([C:10]1[NH:11][C:12]2[C:17]([CH:18]=1)=[CH:16][C:15]([Cl:19])=[CH:14][C:13]=2[NH:20][CH2:21][C:22]1[CH:27]=[CH:26][CH:25]=[CH:24][CH:23]=1)[CH2:3][C:4]1[CH:5]=[CH:6][CH:7]=[CH:8][CH:9]=1)([CH3:55])([CH3:53])[CH3:54]. The yield is 0.980. (9) The reactants are C[O:2][C:3](=[O:12])[C:4]1[CH:9]=[CH:8][C:7]([NH2:10])=[CH:6][C:5]=1[OH:11].C(N(CC)CC)C.[N:20]1([C:26](Cl)=[O:27])[CH2:25][CH2:24][O:23][CH2:22][CH2:21]1. The catalyst is C(Cl)(Cl)Cl. The product is [OH:11][C:5]1[CH:6]=[C:7]([NH:10][C:26]([N:20]2[CH2:25][CH2:24][O:23][CH2:22][CH2:21]2)=[O:27])[CH:8]=[CH:9][C:4]=1[C:3]([OH:2])=[O:12]. The yield is 0.150.